The task is: Predict the reaction yield, written as a fraction of the theoretical maximum amount of product (1.0 means a 100% yield; for example, 0.34 means a 34% yield).. This data is from Reaction yield outcomes from USPTO patents with 853,638 reactions. (1) The reactants are [CH3:1][C:2]1[NH:6][N:5]([C:7]2[CH:12]=[CH:11][CH:10]=[CH:9][CH:8]=2)[C:4](=[O:13])[CH:3]=1.I[CH2:15][CH3:16]. No catalyst specified. The product is [CH2:15]([N:6]1[C:2]([CH3:1])=[CH:3][C:4](=[O:13])[N:5]1[C:7]1[CH:8]=[CH:9][CH:10]=[CH:11][CH:12]=1)[CH3:16]. The yield is 0.590. (2) The reactants are [OH-].[Li+].[CH:3]1([C:6]2[C:15]3[C:10](=[CH:11][CH:12]=[CH:13][CH:14]=3)[C:9]([N:16]3[C:20]([C:21]([F:24])([F:23])[F:22])=[N:19][N:18]=[C:17]3[S:25][C:26]([CH3:33])([CH3:32])[C:27]([O:29]CC)=[O:28])=[CH:8][CH:7]=2)[CH2:5][CH2:4]1. The catalyst is C1COCC1. The product is [CH:3]1([C:6]2[C:15]3[C:10](=[CH:11][CH:12]=[CH:13][CH:14]=3)[C:9]([N:16]3[C:20]([C:21]([F:22])([F:24])[F:23])=[N:19][N:18]=[C:17]3[S:25][C:26]([CH3:33])([CH3:32])[C:27]([OH:29])=[O:28])=[CH:8][CH:7]=2)[CH2:4][CH2:5]1. The yield is 0.530. (3) The reactants are C[O:2][C:3](=[O:30])[C:4]#[C:5][C:6]1[C:27]([O:28][CH3:29])=[CH:26][C:9]2[C:10]([CH3:25])([CH3:24])[C:11]3[NH:12][C:13]4[C:18]([C:19]=3[C:20](=[O:21])[C:8]=2[CH:7]=1)=[CH:17][CH:16]=[C:15]([C:22]#[N:23])[CH:14]=4.Cl. The catalyst is CO.C1COCC1.[OH-].[K+]. The product is [C:22]([C:15]1[CH:14]=[C:13]2[C:18]([C:19]3[C:20](=[O:21])[C:8]4[CH:7]=[C:6]([C:5]#[C:4][C:3]([OH:30])=[O:2])[C:27]([O:28][CH3:29])=[CH:26][C:9]=4[C:10]([CH3:24])([CH3:25])[C:11]=3[NH:12]2)=[CH:17][CH:16]=1)#[N:23]. The yield is 0.660. (4) The reactants are [CH2:1]([CH2:8][NH2:9])[C:2]1[CH:7]=[CH:6][CH:5]=[CH:4][CH:3]=1.C(Cl)(Cl)Cl.[CH3:14][OH:15]. No catalyst specified. The product is [CH2:1]([CH2:8][NH:9][CH:1]1[CH2:2][CH2:3][O:15][CH2:14][CH2:8]1)[C:2]1[CH:7]=[CH:6][CH:5]=[CH:4][CH:3]=1. The yield is 0.700.